From a dataset of Peptide-MHC class II binding affinity with 134,281 pairs from IEDB. Regression. Given a peptide amino acid sequence and an MHC pseudo amino acid sequence, predict their binding affinity value. This is MHC class II binding data. The peptide sequence is SLNDVVQGLTDLGLL. The MHC is DRB1_0101 with pseudo-sequence DRB1_0101. The binding affinity (normalized) is 0.323.